This data is from Reaction yield outcomes from USPTO patents with 853,638 reactions. The task is: Predict the reaction yield, written as a fraction of the theoretical maximum amount of product (1.0 means a 100% yield; for example, 0.34 means a 34% yield). The reactants are Br[C:2]1[CH:3]=[C:4]([NH:13][C:14](=[O:25])[C:15]2[CH:20]=[CH:19][C:18]([O:21][CH3:22])=[C:17]([O:23][CH3:24])[CH:16]=2)[CH:5]=[CH:6][C:7]=1[C:8]([C:11]#[N:12])([CH3:10])[CH3:9].[B:26]1([B:26]2[O:30][C:29]([CH3:32])([CH3:31])[C:28]([CH3:34])([CH3:33])[O:27]2)[O:30][C:29]([CH3:32])([CH3:31])[C:28]([CH3:34])([CH3:33])[O:27]1.C([O-])([O-])=O.[K+].[K+]. The catalyst is CS(C)=O.CCOC(C)=O.C1C=CC(P(C2C=CC=CC=2)[C-]2C=CC=C2)=CC=1.C1C=CC(P(C2C=CC=CC=2)[C-]2C=CC=C2)=CC=1.Cl[Pd]Cl.[Fe+2]. The product is [C:11]([C:8]([CH3:10])([CH3:9])[C:7]1[CH:6]=[CH:5][C:4]([NH:13][C:14](=[O:25])[C:15]2[CH:20]=[CH:19][C:18]([O:21][CH3:22])=[C:17]([O:23][CH3:24])[CH:16]=2)=[CH:3][C:2]=1[B:26]1[O:30][C:29]([CH3:32])([CH3:31])[C:28]([CH3:34])([CH3:33])[O:27]1)#[N:12]. The yield is 0.370.